This data is from Forward reaction prediction with 1.9M reactions from USPTO patents (1976-2016). The task is: Predict the product of the given reaction. (1) Given the reactants [CH:1]1[C:6]([Cl:7])=[C:5]([NH:8][C:9]2[C:14]([N+:15]([O-:17])=[O:16])=[C:13]([Cl:18])[C:12]([C:19]([F:22])([F:21])[F:20])=[CH:11][C:10]=2[N+:23]([O-:25])=[O:24])[N:4]=[CH:3][C:2]=1[C:26]([F:29])([F:28])[F:27].[C:30]1([O:40][CH3:41])[C:31](=[CH:33][CH:34]=[C:35]([CH:39]=1)[CH2:36][CH:37]=[CH2:38])[OH:32].C1(O)CCCCC1.C(OS(C1C=CC=CC=1)(=O)=O)CCCCCCCCCCC.[Ca], predict the reaction product. The product is: [CH:1]1[C:6]([Cl:7])=[C:5]([NH:8][C:9]2[C:14]([N+:15]([O-:17])=[O:16])=[C:13]([Cl:18])[C:12]([C:19]([F:20])([F:21])[F:22])=[CH:11][C:10]=2[N+:23]([O-:25])=[O:24])[N:4]=[CH:3][C:2]=1[C:26]([F:29])([F:27])[F:28].[C:30]1([O:40][CH3:41])[C:31](=[CH:33][CH:34]=[C:35]([CH:39]=1)[CH2:36][CH:37]=[CH2:38])[OH:32]. (2) Given the reactants [Br:1][C:2]1[CH:29]=[CH:28][C:5]2[C:6]3[N:7]([CH:11]=[C:12]([C:14]([N:16]=[C:17](SC)[NH:18]C(OC(C)(C)C)=O)=O)[N:13]=3)[CH2:8][CH2:9][O:10][C:4]=2[CH:3]=1.Cl.[CH:31]([NH:34][NH2:35])([CH3:33])[CH3:32].CCN(C(C)C)C(C)C, predict the reaction product. The product is: [Br:1][C:2]1[CH:29]=[CH:28][C:5]2[C:6]3[N:7]([CH:11]=[C:12]([C:14]4[N:34]([CH:31]([CH3:33])[CH3:32])[N:35]=[C:17]([NH2:18])[N:16]=4)[N:13]=3)[CH2:8][CH2:9][O:10][C:4]=2[CH:3]=1. (3) The product is: [C:1]([O:4][CH2:5][CH2:6][C:7](=[CH2:8])[CH2:9][CH2:11][CH3:12])(=[O:3])[CH3:2]. Given the reactants [C:1]([O:4][CH2:5][CH2:6][C:7]([CH2:9]Br)=[CH2:8])(=[O:3])[CH3:2].[C:11](OCCC=CCBr)(=O)[CH2:12]C, predict the reaction product. (4) Given the reactants Cl[C:2]1[CH:7]=[C:6]([O:8][CH2:9][C:10]#[CH:11])[N:5]=[CH:4][N:3]=1.C(=O)([O-])[O-].[K+].[K+].[CH3:18][O:19][C:20]1[CH:25]=[CH:24][C:23]([OH:26])=[CH:22][CH:21]=1.[Cl-].[NH4+], predict the reaction product. The product is: [CH3:18][O:19][C:20]1[CH:25]=[CH:24][C:23]([O:26][C:2]2[CH:7]=[C:6]([O:8][CH2:9][C:10]#[CH:11])[N:5]=[CH:4][N:3]=2)=[CH:22][CH:21]=1.